This data is from Reaction yield outcomes from USPTO patents with 853,638 reactions. The task is: Predict the reaction yield, written as a fraction of the theoretical maximum amount of product (1.0 means a 100% yield; for example, 0.34 means a 34% yield). (1) The reactants are [CH2:1]([C:3]1[CH:8]=[CH:7][C:6]([C@H:9]2[CH2:14][C@@H:13]([C:15]([F:18])([F:17])[F:16])[N:12]3[N:19]=[CH:20][C:21]([C:22]([O:24][CH2:25][CH3:26])=[O:23])=[C:11]3[NH:10]2)=[CH:5][CH:4]=1)C.C1(C)C=CC(C2C=C(C(F)(F)F)N3N=CC(C(OCC)=O)=C3N=2)=CC=1.[BH4-].[Na+]. No catalyst specified. The product is [C:3]1([CH3:1])[CH:4]=[CH:5][C:6]([C@H:9]2[CH2:14][C@@H:13]([C:15]([F:16])([F:17])[F:18])[N:12]3[N:19]=[CH:20][C:21]([C:22]([O:24][CH2:25][CH3:26])=[O:23])=[C:11]3[NH:10]2)=[CH:7][CH:8]=1. The yield is 0.990. (2) The reactants are [Br:1][C:2]1[CH:9]=[CH:8][CH:7]=[C:6]([Br:10])[C:3]=1[CH:4]=[O:5].[CH:11](O)([OH:14])[CH2:12][CH3:13].C(OC(OCC)OCC)C.[OH-].[Na+]. The catalyst is C(Cl)Cl.[Cl-].[Cl-].[Cl-].[Cl-].[Zr+4]. The product is [Br:1][C:2]1[CH:9]=[CH:8][CH:7]=[C:6]([Br:10])[C:3]=1[CH:4]1[O:14][CH2:11][CH2:12][CH2:13][O:5]1. The yield is 0.980.